From a dataset of Forward reaction prediction with 1.9M reactions from USPTO patents (1976-2016). Predict the product of the given reaction. (1) The product is: [CH3:48][C@@H:49]1[CH2:54][N:53]([C:8]([C:6]2[C:5]([C:11]3[N:16]=[CH:15][CH:14]=[CH:13][N:12]=3)=[CH:4][CH:3]=[C:2]([CH3:1])[N:7]=2)=[O:10])[C@H:52]([CH2:55][NH:56][C:57]2[CH:62]=[CH:61][C:60]([C:63]([F:66])([F:64])[F:65])=[CH:59][N:58]=2)[CH2:51][CH2:50]1. Given the reactants [CH3:1][C:2]1[N:7]=[C:6]([C:8]([OH:10])=O)[C:5]([C:11]2[N:16]=[CH:15][CH:14]=[CH:13][N:12]=2)=[CH:4][CH:3]=1.CCN(C(C)C)C(C)C.CN(C(ON1N=NC2C=CC=CC1=2)=[N+](C)C)C.[B-](F)(F)(F)F.[CH3:48][C@@H:49]1[CH2:54][NH:53][C@H:52]([CH2:55][NH:56][C:57]2[CH:62]=[CH:61][C:60]([C:63]([F:66])([F:65])[F:64])=[CH:59][N:58]=2)[CH2:51][CH2:50]1, predict the reaction product. (2) Given the reactants [OH:1][CH2:2][CH:3]([N:7]([CH2:15][CH:16]=[CH2:17])[C:8](=[O:14])[O:9][C:10]([CH3:13])([CH3:12])[CH3:11])[CH2:4][CH:5]=[CH2:6].C(N(CC)CC)C.[N+:25]([C:28]1[CH:36]=[CH:35][C:31]([C:32](Cl)=[O:33])=[CH:30][CH:29]=1)([O-:27])=[O:26], predict the reaction product. The product is: [N+:25]([C:28]1[CH:29]=[CH:30][C:31]([C:32]([O:1][CH2:2][CH:3]([N:7]([C:8]([O:9][C:10]([CH3:11])([CH3:12])[CH3:13])=[O:14])[CH2:15][CH:16]=[CH2:17])[CH2:4][CH:5]=[CH2:6])=[O:33])=[CH:35][CH:36]=1)([O-:27])=[O:26]. (3) Given the reactants [C:1]([O:5][C:6]([N:8]1[CH2:13][CH2:12][CH:11]([CH2:14][N:15]2[CH2:20][CH2:19][NH:18][CH2:17][C:16]2=[O:21])[CH2:10][CH2:9]1)=[O:7])([CH3:4])([CH3:3])[CH3:2].[Br:22][C:23]1[S:27][C:26]([S:28](Cl)(=[O:30])=[O:29])=[CH:25][CH:24]=1, predict the reaction product. The product is: [Br:22][C:23]1[S:27][C:26]([S:28]([N:18]2[CH2:19][CH2:20][N:15]([CH2:14][CH:11]3[CH2:12][CH2:13][N:8]([C:6]([O:5][C:1]([CH3:4])([CH3:2])[CH3:3])=[O:7])[CH2:9][CH2:10]3)[C:16](=[O:21])[CH2:17]2)(=[O:30])=[O:29])=[CH:25][CH:24]=1.